From a dataset of Reaction yield outcomes from USPTO patents with 853,638 reactions. Predict the reaction yield, written as a fraction of the theoretical maximum amount of product (1.0 means a 100% yield; for example, 0.34 means a 34% yield). (1) The reactants are [Br:1][C:2]1[CH:3]=[C:4]2[C:8](=[CH:9][CH:10]=1)[NH:7][C:6](=[O:11])[CH2:5]2.[CH2:12]([N:14]([CH2:32][CH3:33])[CH2:15][CH2:16][CH2:17][NH:18][C:19]([C:21]1[NH:22][C:23]([CH:30]=O)=[C:24]2[C:29]=1[CH2:28][CH2:27][CH2:26][CH2:25]2)=[O:20])[CH3:13]. No catalyst specified. The product is [CH2:32]([N:14]([CH2:12][CH3:13])[CH2:15][CH2:16][CH2:17][NH:18][C:19]([C:21]1[NH:22][C:23]([CH:30]=[C:5]2[C:4]3[C:8](=[CH:9][CH:10]=[C:2]([Br:1])[CH:3]=3)[NH:7][C:6]2=[O:11])=[C:24]2[C:29]=1[CH2:28][CH2:27][CH2:26][CH2:25]2)=[O:20])[CH3:33]. The yield is 0.460. (2) The reactants are [O:1]1[CH2:6][CH2:5][N:4]([C:7]2[CH:8]=[C:9]3[C:15]([C:16]([O:18][CH3:19])=[O:17])=[N:14][N:13](COCC[Si](C)(C)C)[C:10]3=[N:11][CH:12]=2)[CH2:3][CH2:2]1.Cl. No catalyst specified. The product is [O:1]1[CH2:2][CH2:3][N:4]([C:7]2[CH:8]=[C:9]3[C:15]([C:16]([O:18][CH3:19])=[O:17])=[N:14][NH:13][C:10]3=[N:11][CH:12]=2)[CH2:5][CH2:6]1. The yield is 0.270. (3) The reactants are [C:1]([C:3]1[CH:20]=[CH:19][CH:18]=[CH:17][C:4]=1[O:5][CH2:6][C:7]1[CH:16]=[CH:15][C:10]([C:11]([O:13]C)=[O:12])=[CH:9][CH:8]=1)#[N:2].[OH-].[Na+]. The catalyst is CO. The product is [C:1]([C:3]1[CH:20]=[CH:19][CH:18]=[CH:17][C:4]=1[O:5][CH2:6][C:7]1[CH:16]=[CH:15][C:10]([C:11]([OH:13])=[O:12])=[CH:9][CH:8]=1)#[N:2]. The yield is 1.00. (4) The reactants are F[B-](F)(F)F.[F:6][S:7]([F:19])([F:18])([F:17])([F:16])[C:8]1[CH:13]=[CH:12][C:11]([N+:14]#[N:15])=[CH:10][CH:9]=1.[C:20]1([OH:26])[CH:25]=[CH:24][CH:23]=[CH:22][CH:21]=1.C([O-])(=O)C.[Na+]. The catalyst is C(#N)C. The product is [OH:26][C:20]1[CH:25]=[CH:24][C:23](/[N:15]=[N:14]/[C:11]2[CH:12]=[CH:13][C:8]([S:7]([F:16])([F:17])([F:18])([F:19])[F:6])=[CH:9][CH:10]=2)=[CH:22][CH:21]=1. The yield is 0.620. (5) The yield is 0.770. The reactants are [C:1]([C@@H](CC)C(N)O)([O:3][C:4]([CH3:7])([CH3:6])[CH3:5])=[O:2].[CH3:14][C:15]1(C)[N:20]([O])C(C)(C)C[CH2:17][CH2:16]1.[Br-].[Na+].C(=O)([O-])[OH:28].[Na+]. The product is [C:4]([O:3][C:1]([NH:20][C@@H:15]([CH2:16][CH3:17])[CH:14]=[O:28])=[O:2])([CH3:5])([CH3:6])[CH3:7]. The catalyst is ClCCl.O. (6) The reactants are [CH3:1][C:2]1[O:6][N:5]=[C:4]([C:7]2[CH:12]=[CH:11][N:10]=[CH:9][N:8]=2)[C:3]=1[CH2:13][O:14][C:15]1[CH:23]=[CH:22][C:18]([C:19]([OH:21])=O)=[CH:17][N:16]=1.[NH:24]1[CH2:29][CH2:28][S:27][CH2:26][CH2:25]1. No catalyst specified. The product is [CH3:1][C:2]1[O:6][N:5]=[C:4]([C:7]2[CH:12]=[CH:11][N:10]=[CH:9][N:8]=2)[C:3]=1[CH2:13][O:14][C:15]1[N:16]=[CH:17][C:18]([C:19]([N:24]2[CH2:29][CH2:28][S:27][CH2:26][CH2:25]2)=[O:21])=[CH:22][CH:23]=1. The yield is 0.700.